From a dataset of NCI-60 drug combinations with 297,098 pairs across 59 cell lines. Regression. Given two drug SMILES strings and cell line genomic features, predict the synergy score measuring deviation from expected non-interaction effect. Drug 1: C1CCN(CC1)CCOC2=CC=C(C=C2)C(=O)C3=C(SC4=C3C=CC(=C4)O)C5=CC=C(C=C5)O. Drug 2: CCCCCOC(=O)NC1=NC(=O)N(C=C1F)C2C(C(C(O2)C)O)O. Cell line: UACC62. Synergy scores: CSS=0.634, Synergy_ZIP=1.97, Synergy_Bliss=4.54, Synergy_Loewe=1.08, Synergy_HSA=1.15.